This data is from NCI-60 drug combinations with 297,098 pairs across 59 cell lines. The task is: Regression. Given two drug SMILES strings and cell line genomic features, predict the synergy score measuring deviation from expected non-interaction effect. Drug 1: C1=CN(C(=O)N=C1N)C2C(C(C(O2)CO)O)(F)F. Drug 2: C1CC(CNC1)C2=CC=C(C=C2)N3C=C4C=CC=C(C4=N3)C(=O)N. Cell line: NCIH23. Synergy scores: CSS=79.2, Synergy_ZIP=-1.40, Synergy_Bliss=-2.65, Synergy_Loewe=-1.67, Synergy_HSA=-0.910.